Dataset: Forward reaction prediction with 1.9M reactions from USPTO patents (1976-2016). Task: Predict the product of the given reaction. (1) Given the reactants C(N(CC)CC)C.[C:8](=[O:23])([O:17][CH:18]1[CH2:22][CH2:21][O:20][CH2:19]1)ON1C(=O)CCC1=O.Cl.[CH3:25][C@@H:26]1[CH2:31][NH:30][CH2:29][CH2:28][N:27]1[C:32]1[N:37]=[CH:36][C:35]([O:38][CH2:39][C:40]2[CH:45]=[CH:44][C:43]([S:46]([CH3:49])(=[O:48])=[O:47])=[CH:42][CH:41]=2)=[CH:34][N:33]=1, predict the reaction product. The product is: [CH3:25][CH:26]1[N:27]([C:32]2[N:37]=[CH:36][C:35]([O:38][CH2:39][C:40]3[CH:45]=[CH:44][C:43]([S:46]([CH3:49])(=[O:48])=[O:47])=[CH:42][CH:41]=3)=[CH:34][N:33]=2)[CH2:28][CH2:29][N:30]([C:8]([O:17][C@@H:18]2[CH2:22][CH2:21][O:20][CH2:19]2)=[O:23])[CH2:31]1. (2) Given the reactants [NH2:1][C:2]1[CH:7]=[CH:6][CH:5]=[CH:4][C:3]=1[CH3:8].[N+:9]([C:12]1[CH:13]=[C:14]([N:18]=[C:19]=[O:20])[CH:15]=[CH:16][CH:17]=1)([O-:11])=[O:10], predict the reaction product. The product is: [N+:9]([C:12]1[CH:13]=[C:14]([NH:18][C:19]([NH:1][C:2]2[CH:7]=[CH:6][CH:5]=[CH:4][C:3]=2[CH3:8])=[O:20])[CH:15]=[CH:16][CH:17]=1)([O-:11])=[O:10]. (3) Given the reactants [Cl:1][C:2]1[CH:3]=[C:4]2[C:9](=[CH:10][C:11]=1[N:12]1[CH2:17][C:16]3[C:18]([CH:24]4[CH2:26][CH2:25]4)=[N:19][C:20]([O:22]C)=[CH:21][C:15]=3[NH:14][C:13]1=[O:27])[O:8][CH:7]([C:28]1[C:33]([F:34])=[CH:32][CH:31]=[CH:30][N:29]=1)[CH2:6][CH2:5]2.[OH-].[Na+], predict the reaction product. The product is: [Cl:1][C:2]1[CH:3]=[C:4]2[C:9](=[CH:10][C:11]=1[N:12]1[CH2:17][C:16]3=[C:18]([CH:24]4[CH2:25][CH2:26]4)[NH:19][C:20](=[O:22])[CH:21]=[C:15]3[NH:14][C:13]1=[O:27])[O:8][CH:7]([C:28]1[C:33]([F:34])=[CH:32][CH:31]=[CH:30][N:29]=1)[CH2:6][CH2:5]2. (4) The product is: [F:31][C:32]1[CH:58]=[C:57]([O:59][CH3:60])[CH:56]=[CH:55][C:33]=1[O:34][CH:35]1[CH2:36][CH2:37][N:38]([C:41]2[N:46]=[C:45]3[CH2:47][N:48]([CH3:1])[CH2:49][CH2:50][C:44]3=[N:43][C:42]=2[NH:51][CH:52]([CH3:54])[CH3:53])[CH2:39][CH2:40]1.[C:25]([OH:26])([C:27]([F:30])([F:29])[F:28])=[O:24]. Given the reactants [C:1](O[BH-](OC(=O)C)OC(=O)C)(=O)C.[Na+].CCN(C(C)C)C(C)C.[OH:24][C:25]([C:27]([F:30])([F:29])[F:28])=[O:26].[F:31][C:32]1[CH:58]=[C:57]([O:59][CH3:60])[CH:56]=[CH:55][C:33]=1[O:34][CH:35]1[CH2:40][CH2:39][N:38]([C:41]2[N:46]=[C:45]3[CH2:47][NH:48][CH2:49][CH2:50][C:44]3=[N:43][C:42]=2[NH:51][CH:52]([CH3:54])[CH3:53])[CH2:37][CH2:36]1.C=O, predict the reaction product. (5) Given the reactants [OH:1][CH:2]1[CH2:5][N:4]([C:6]([O:8][C:9]([CH3:12])([CH3:11])[CH3:10])=[O:7])[CH2:3]1.C(N(CC)C(C)C)(C)C, predict the reaction product. The product is: [O:1]=[C:2]1[CH2:5][N:4]([C:6]([O:8][C:9]([CH3:12])([CH3:11])[CH3:10])=[O:7])[CH2:3]1. (6) Given the reactants [F:1][C:2]1([F:41])[O:6][C:5]2[CH:7]=[CH:8][C:9]([C:11]3([C:14]([NH:16][C@@H:17]4[CH2:22][C@@H:21]([C:23]5[CH:28]=[CH:27][C:26]([O:29][CH3:30])=[CH:25][CH:24]=5)[O:20][C@@H:19]([C:31]5[CH:40]=[CH:39][C:34]([C:35]([O:37]C)=[O:36])=[CH:33][CH:32]=5)[CH2:18]4)=[O:15])[CH2:13][CH2:12]3)=[CH:10][C:4]=2[O:3]1.[OH-].[Li+], predict the reaction product. The product is: [F:41][C:2]1([F:1])[O:6][C:5]2[CH:7]=[CH:8][C:9]([C:11]3([C:14]([NH:16][C@@H:17]4[CH2:22][C@@H:21]([C:23]5[CH:28]=[CH:27][C:26]([O:29][CH3:30])=[CH:25][CH:24]=5)[O:20][C@@H:19]([C:31]5[CH:32]=[CH:33][C:34]([C:35]([OH:37])=[O:36])=[CH:39][CH:40]=5)[CH2:18]4)=[O:15])[CH2:12][CH2:13]3)=[CH:10][C:4]=2[O:3]1.